This data is from Catalyst prediction with 721,799 reactions and 888 catalyst types from USPTO. The task is: Predict which catalyst facilitates the given reaction. (1) Reactant: [Cl:1][C:2]1[CH:3]=[CH:4][C:5]([O:12]C)=[C:6]([NH:8][C:9]([NH2:11])=[O:10])[CH:7]=1.B(Br)(Br)Br.C(OC(C)C)(C)C. Product: [Cl:1][C:2]1[CH:3]=[CH:4][C:5]([OH:12])=[C:6]([NH:8][C:9]([NH2:11])=[O:10])[CH:7]=1. The catalyst class is: 4. (2) Reactant: [NH2:1][C:2]1[N:7]=[C:6]([C:8]2[O:9][CH:10]=[CH:11][CH:12]=2)[C:5]([C:13]#[N:14])=[C:4](S(C)=O)[N:3]=1.[N:18]1[CH:23]=[CH:22][CH:21]=[C:20]([CH2:24][NH2:25])[CH:19]=1. Product: [NH2:1][C:2]1[N:7]=[C:6]([C:8]2[O:9][CH:10]=[CH:11][CH:12]=2)[C:5]([C:13]#[N:14])=[C:4]([NH:25][CH2:24][C:20]2[CH:19]=[N:18][CH:23]=[CH:22][CH:21]=2)[N:3]=1. The catalyst class is: 57.